From a dataset of Peptide-MHC class I binding affinity with 185,985 pairs from IEDB/IMGT. Regression. Given a peptide amino acid sequence and an MHC pseudo amino acid sequence, predict their binding affinity value. This is MHC class I binding data. (1) The peptide sequence is KIRLRPGGK. The MHC is HLA-B58:01 with pseudo-sequence HLA-B58:01. The binding affinity (normalized) is 0.00110. (2) The peptide sequence is ARQCRAPRRQ. The MHC is Mamu-B08 with pseudo-sequence Mamu-B08. The binding affinity (normalized) is 0.148. (3) The peptide sequence is IVNRNRQGY. The MHC is HLA-B08:01 with pseudo-sequence HLA-B08:01. The binding affinity (normalized) is 0. (4) The peptide sequence is EGINPNMS. The MHC is H-2-Db with pseudo-sequence H-2-Db. The binding affinity (normalized) is 0. (5) The peptide sequence is RVYLQGHGY. The MHC is HLA-B35:01 with pseudo-sequence HLA-B35:01. The binding affinity (normalized) is 0.264. (6) The peptide sequence is VYNFATCGI. The MHC is H-2-Kd with pseudo-sequence H-2-Kd. The binding affinity (normalized) is 0.501.